Regression. Given two drug SMILES strings and cell line genomic features, predict the synergy score measuring deviation from expected non-interaction effect. From a dataset of Merck oncology drug combination screen with 23,052 pairs across 39 cell lines. Synergy scores: synergy=-1.77. Drug 1: CC1CC2C3CCC4=CC(=O)C=CC4(C)C3(F)C(O)CC2(C)C1(O)C(=O)CO. Cell line: A375. Drug 2: C#Cc1cccc(Nc2ncnc3cc(OCCOC)c(OCCOC)cc23)c1.